Dataset: Forward reaction prediction with 1.9M reactions from USPTO patents (1976-2016). Task: Predict the product of the given reaction. (1) Given the reactants [CH3:1][C:2]1[C:10]2[C:9]([CH2:11][N:12]3[C:16]4[CH:17]=[CH:18][CH:19]=[CH:20][C:15]=4[NH:14][C:13]3=[O:21])=[CH:8][S:7][C:6]=2[CH:5]=[CH:4][CH:3]=1.C[O:23][S:24]([CH:27]=[CH:28][CH2:29][CH2:30][CH3:31])(=[O:26])=[O:25].[OH-].[Na+].[NH4+].[Cl-], predict the reaction product. The product is: [CH3:1][C:2]1[C:10]2[C:9]([CH2:11][N:12]3[C:16]4[CH:17]=[CH:18][CH:19]=[CH:20][C:15]=4[N:14]([CH:28]([CH2:29][CH2:30][CH3:31])[CH2:27][S:24]([OH:26])(=[O:25])=[O:23])[C:13]3=[O:21])=[CH:8][S:7][C:6]=2[CH:5]=[CH:4][CH:3]=1. (2) Given the reactants Cl[C:2]1[C:7]2[CH2:8][CH2:9][CH2:10][C:6]=2[CH:5]=[C:4]([C:11]([O:13][CH2:14][CH3:15])=[O:12])[N:3]=1.F[B-](F)(F)[C:18]1[CH:23]=[CH:22][CH:21]=[C:20]([C:24]#[C:25][C@:26]2([OH:33])[CH2:30][CH2:29][N:28]([CH3:31])[C:27]2=[O:32])[CH:19]=1.[K+], predict the reaction product. The product is: [OH:33][C@@:26]1([C:25]#[C:24][C:20]2[CH:19]=[C:18]([C:2]3[C:7]4[CH2:8][CH2:9][CH2:10][C:6]=4[CH:5]=[C:4]([C:11]([O:13][CH2:14][CH3:15])=[O:12])[N:3]=3)[CH:23]=[CH:22][CH:21]=2)[CH2:30][CH2:29][N:28]([CH3:31])[C:27]1=[O:32]. (3) The product is: [CH2:14]([C:2]1([N:1]2[C:26](=[O:39])[C:27]3[C:32](=[C:31]([F:35])[C:30]([F:36])=[C:29]([F:37])[C:28]=3[F:38])[C:33]2=[O:34])[C:7](=[O:8])[N:6]([CH:9]([CH3:11])[CH3:10])[C:5](=[O:12])[NH:4][C:3]1=[O:13])[CH3:15]. Given the reactants [NH2:1][C:2]1([CH2:14][CH3:15])[C:7](=[O:8])[N:6]([CH:9]([CH3:11])[CH3:10])[C:5](=[O:12])[NH:4][C:3]1=[O:13].C(N1C(=O)C(C)(N2[C:33](=[O:34])[C:32]3[C:27](=[C:28]([F:38])[C:29]([F:37])=[C:30]([F:36])[C:31]=3[F:35])[C:26]2=[O:39])C(=O)NC1=O)C, predict the reaction product. (4) Given the reactants [Cl:1][C:2]1[C:3]([CH:9]([NH:19][C:20](=[O:26])[O:21][C:22]([CH3:25])([CH3:24])[CH3:23])[CH2:10][C:11]2[CH:16]=[C:15]([F:17])[CH:14]=[C:13]([F:18])[CH:12]=2)=[N:4][CH:5]=[C:6](Cl)[N:7]=1.[OH-].[NH4+:28], predict the reaction product. The product is: [NH2:28][C:6]1[N:7]=[C:2]([Cl:1])[C:3]([CH:9]([NH:19][C:20](=[O:26])[O:21][C:22]([CH3:25])([CH3:24])[CH3:23])[CH2:10][C:11]2[CH:16]=[C:15]([F:17])[CH:14]=[C:13]([F:18])[CH:12]=2)=[N:4][CH:5]=1.